Dataset: Peptide-MHC class I binding affinity with 185,985 pairs from IEDB/IMGT. Task: Regression. Given a peptide amino acid sequence and an MHC pseudo amino acid sequence, predict their binding affinity value. This is MHC class I binding data. (1) The peptide sequence is YSQESPQSY. The MHC is HLA-A80:01 with pseudo-sequence HLA-A80:01. The binding affinity (normalized) is 0.0847. (2) The MHC is HLA-A26:01 with pseudo-sequence HLA-A26:01. The peptide sequence is IFLIITKVF. The binding affinity (normalized) is 0.0847. (3) The peptide sequence is TKDAERGKL. The MHC is HLA-B08:01 with pseudo-sequence HLA-B08:01. The binding affinity (normalized) is 0.0847. (4) The peptide sequence is LMLHQQYNQ. The MHC is HLA-B57:01 with pseudo-sequence HLA-B57:01. The binding affinity (normalized) is 0.0847. (5) The peptide sequence is RRMATTFTF. The MHC is HLA-B08:01 with pseudo-sequence HLA-B08:01. The binding affinity (normalized) is 0.0847. (6) The peptide sequence is KQWGWFALL. The MHC is BoLA-HD6 with pseudo-sequence BoLA-HD6. The binding affinity (normalized) is 0.479. (7) The peptide sequence is GRYNLISPK. The MHC is HLA-A23:01 with pseudo-sequence HLA-A23:01. The binding affinity (normalized) is 0.0847. (8) The peptide sequence is KMIGGIGGFI. The MHC is HLA-A02:01 with pseudo-sequence HLA-A02:01. The binding affinity (normalized) is 0.524.